Dataset: Reaction yield outcomes from USPTO patents with 853,638 reactions. Task: Predict the reaction yield, written as a fraction of the theoretical maximum amount of product (1.0 means a 100% yield; for example, 0.34 means a 34% yield). The reactants are [Cl:1][C:2]1[CH:3]=[C:4]([CH:8]=[CH:9][C:10]=1[CH3:11])[C:5]([OH:7])=[O:6].S(Cl)(Cl)=O.[CH3:16]O. No catalyst specified. The product is [Cl:1][C:2]1[CH:3]=[C:4]([CH:8]=[CH:9][C:10]=1[CH3:11])[C:5]([O:7][CH3:16])=[O:6]. The yield is 0.960.